This data is from NCI-60 drug combinations with 297,098 pairs across 59 cell lines. The task is: Regression. Given two drug SMILES strings and cell line genomic features, predict the synergy score measuring deviation from expected non-interaction effect. (1) Drug 1: C1=NC2=C(N1)C(=S)N=C(N2)N. Drug 2: CN(CCCl)CCCl.Cl. Cell line: EKVX. Synergy scores: CSS=38.3, Synergy_ZIP=6.82, Synergy_Bliss=8.11, Synergy_Loewe=5.32, Synergy_HSA=9.25. (2) Drug 1: CN1C2=C(C=C(C=C2)N(CCCl)CCCl)N=C1CCCC(=O)O.Cl. Drug 2: C1C(C(OC1N2C=NC3=C2NC=NCC3O)CO)O. Cell line: NCI-H322M. Synergy scores: CSS=2.59, Synergy_ZIP=-0.929, Synergy_Bliss=-0.730, Synergy_Loewe=0.784, Synergy_HSA=-0.752. (3) Drug 1: CC1=C(C=C(C=C1)C(=O)NC2=CC(=CC(=C2)C(F)(F)F)N3C=C(N=C3)C)NC4=NC=CC(=N4)C5=CN=CC=C5. Drug 2: N.N.Cl[Pt+2]Cl. Cell line: EKVX. Synergy scores: CSS=11.8, Synergy_ZIP=-1.70, Synergy_Bliss=4.86, Synergy_Loewe=1.44, Synergy_HSA=1.79. (4) Drug 1: C1=CC(=CC=C1C#N)C(C2=CC=C(C=C2)C#N)N3C=NC=N3. Drug 2: CC1=C2C(C(=O)C3(C(CC4C(C3C(C(C2(C)C)(CC1OC(=O)C(C(C5=CC=CC=C5)NC(=O)OC(C)(C)C)O)O)OC(=O)C6=CC=CC=C6)(CO4)OC(=O)C)O)C)O. Cell line: DU-145. Synergy scores: CSS=2.03, Synergy_ZIP=2.26, Synergy_Bliss=-1.05, Synergy_Loewe=-1.74, Synergy_HSA=-3.87. (5) Drug 1: C1CC(=O)NC(=O)C1N2CC3=C(C2=O)C=CC=C3N. Drug 2: C(CCl)NC(=O)N(CCCl)N=O. Cell line: TK-10. Synergy scores: CSS=4.55, Synergy_ZIP=0.693, Synergy_Bliss=4.83, Synergy_Loewe=1.12, Synergy_HSA=1.69.